From a dataset of Catalyst prediction with 721,799 reactions and 888 catalyst types from USPTO. Predict which catalyst facilitates the given reaction. Reactant: [CH2:1]([O:3][C:4]([C:6]1[C:10]([CH3:11])=[CH:9][NH:8][C:7]=1[CH2:12][C:13](=O)[NH:14][CH2:15][C:16]1([OH:23])[CH2:21][CH2:20][N:19]([CH3:22])[CH2:18][CH2:17]1)=[O:5])[CH3:2].Cl.[OH-].[Na+]. Product: [CH2:1]([O:3][C:4]([C:6]1[C:10]([CH3:11])=[CH:9][NH:8][C:7]=1[CH2:12][CH2:13][NH:14][CH2:15][C:16]1([OH:23])[CH2:17][CH2:18][N:19]([CH3:22])[CH2:20][CH2:21]1)=[O:5])[CH3:2]. The catalyst class is: 7.